From a dataset of Catalyst prediction with 721,799 reactions and 888 catalyst types from USPTO. Predict which catalyst facilitates the given reaction. (1) Product: [CH3:14][C@H:10]1[N:11]([C:18]2[NH:19][C:20]3[C:26]([C:27]4[CH:32]=[C:31]([F:33])[C:30]([F:34])=[C:29]([F:35])[CH:28]=4)=[CH:25][C:24]([C:36]([F:39])([F:38])[F:37])=[CH:23][C:21]=3[N:22]=2)[CH2:12][CH2:13][N:8]([C:7]2[N:6]=[CH:5][C:4]([CH2:15][OH:16])=[CH:3][C:2]=2[C:36]([F:39])([F:38])[F:37])[CH2:9]1. The catalyst class is: 14. Reactant: Cl[C:2]1[CH:3]=[C:4]([CH2:15][OH:16])[CH:5]=[N:6][C:7]=1[N:8]1[CH2:13][CH2:12][NH:11][C@H:10]([CH3:14])[CH2:9]1.Cl[C:18]1[NH:22][C:21]2[CH:23]=[C:24]([C:36]([F:39])([F:38])[F:37])[CH:25]=[C:26]([C:27]3[CH:32]=[C:31]([F:33])[C:30]([F:34])=[C:29]([F:35])[CH:28]=3)[C:20]=2[N:19]=1. (2) Reactant: [Br:1][C:2]1[CH:3]=[CH:4][C:5]([O:8][C:9]2[CH:16]=[CH:15][C:12]([CH:13]=O)=[CH:11][CH:10]=2)=[N:6][CH:7]=1.[CH2:17]([NH2:22])[CH2:18][CH:19]([CH3:21])[CH3:20].[BH-](OC(C)=O)(OC(C)=O)OC(C)=O.[Na+].C(O)(=O)C. Product: [Br:1][C:2]1[CH:3]=[CH:4][C:5]([O:8][C:9]2[CH:16]=[CH:15][C:12]([CH2:13][NH:22][CH2:17][CH2:18][CH:19]([CH3:21])[CH3:20])=[CH:11][CH:10]=2)=[N:6][CH:7]=1. The catalyst class is: 26. (3) Reactant: Cl.[NH2:2][CH2:3][C:4]([O:6][CH2:7][CH3:8])=[O:5].C(N(CC)CC)C.[C:16]1([C:22](=O)[CH:23]([C:28]2[CH:33]=[CH:32][CH:31]=[CH:30][CH:29]=2)[CH2:24][C:25](=O)[CH3:26])[CH:21]=[CH:20][CH:19]=[CH:18][CH:17]=1. Product: [CH3:26][C:25]1[N:2]([CH2:3][C:4]([O:6][CH2:7][CH3:8])=[O:5])[C:22]([C:16]2[CH:17]=[CH:18][CH:19]=[CH:20][CH:21]=2)=[C:23]([C:28]2[CH:33]=[CH:32][CH:31]=[CH:30][CH:29]=2)[CH:24]=1. The catalyst class is: 511. (4) Reactant: [CH2:1]([C:3]1[CH:4]=[C:5]2[C:9](=[CH:10][CH:11]=1)[N:8](S(C1C=CC=CC=1)(=O)=O)[CH2:7][CH2:6]2)[CH3:2].[OH-].[Na+]. Product: [CH2:1]([C:3]1[CH:4]=[C:5]2[C:9](=[CH:10][CH:11]=1)[NH:8][CH2:7][CH2:6]2)[CH3:2]. The catalyst class is: 201. (5) Product: [ClH:1].[NH:9]1[CH2:14][CH2:13][S:12](=[O:16])(=[O:15])[CH2:11][CH2:10]1. The catalyst class is: 11. Reactant: [Cl:1]C(OCCCl)=O.C[N:9]1[CH2:14][CH2:13][S:12](=[O:16])(=[O:15])[CH2:11][CH2:10]1. (6) Reactant: CC(C[AlH]CC(C)C)C.C[O:11][C:12](=O)[C:13]1[CH:35]=[C:34]([O:36][CH3:37])[CH:33]=[C:15]([C:16]([NH:18][C:19]2[CH:24]=[CH:23][CH:22]=[CH:21][C:20]=2[NH:25][C:26]([O:28][C:29]([CH3:32])([CH3:31])[CH3:30])=[O:27])=[O:17])[CH:14]=1. Product: [C:29]([O:28][C:26](=[O:27])[NH:25][C:20]1[CH:21]=[CH:22][CH:23]=[CH:24][C:19]=1[NH:18][C:16](=[O:17])[C:15]1[CH:33]=[C:34]([O:36][CH3:37])[CH:35]=[C:13]([CH2:12][OH:11])[CH:14]=1)([CH3:32])([CH3:30])[CH3:31]. The catalyst class is: 1.